This data is from Full USPTO retrosynthesis dataset with 1.9M reactions from patents (1976-2016). The task is: Predict the reactants needed to synthesize the given product. (1) Given the product [S:52]1[CH2:53][CH2:54][N:49]([C:7]2[CH:12]=[CH:11][C:10]([NH:13][C:14]([C:16]3[CH:17]=[C:18]([CH:26]=[CH:27][CH:28]=3)[CH2:19][S:20][CH2:21][CH2:22][C:23]([OH:25])=[O:24])=[O:15])=[C:9]([C:29]3[CH:34]=[C:33]([C:35](=[O:48])[NH:36][CH2:37][C:38]4[CH:43]=[CH:42][CH:41]=[C:40]([C:44]([F:45])([F:47])[F:46])[CH:39]=4)[CH:32]=[CH:31][N:30]=3)[CH:8]=2)[CH2:50][CH2:51]1, predict the reactants needed to synthesize it. The reactants are: O1CCN([C:7]2[CH:12]=[CH:11][C:10]([NH:13][C:14]([C:16]3[CH:17]=[C:18]([CH:26]=[CH:27][CH:28]=3)[CH2:19][S:20][CH2:21][CH2:22][C:23]([OH:25])=[O:24])=[O:15])=[C:9]([C:29]3[CH:34]=[C:33]([C:35](=[O:48])[NH:36][CH2:37][C:38]4[CH:43]=[CH:42][CH:41]=[C:40]([C:44]([F:47])([F:46])[F:45])[CH:39]=4)[CH:32]=[CH:31][N:30]=3)[CH:8]=2)CC1.[NH:49]1[CH2:54][CH2:53][S:52][CH2:51][CH2:50]1. (2) Given the product [CH:13]1([O:12][C:11]2[CH:10]=[CH:9][C:4]([C:5]([O:7][CH3:8])=[O:6])=[CH:3][C:2]=2[S:25][CH2:24][C:21]2[CH:22]=[CH:23][C:18]([O:17][CH3:16])=[CH:19][CH:20]=2)[CH2:15][CH2:14]1, predict the reactants needed to synthesize it. The reactants are: Br[C:2]1[CH:3]=[C:4]([CH:9]=[CH:10][C:11]=1[O:12][CH:13]1[CH2:15][CH2:14]1)[C:5]([O:7][CH3:8])=[O:6].[CH3:16][O:17][C:18]1[CH:23]=[CH:22][C:21]([CH2:24][SH:25])=[CH:20][CH:19]=1.CC1(C)C2C(=C(P(C3C=CC=CC=3)C3C=CC=CC=3)C=CC=2)OC2C(P(C3C=CC=CC=3)C3C=CC=CC=3)=CC=CC1=2.CCN(C(C)C)C(C)C.N#N. (3) Given the product [Cl:11][C:12]1[CH:13]=[C:14]([C:19]([CH3:24])([CH3:23])[C:20](=[O:22])[CH3:21])[CH:15]=[CH:16][C:17]=1[Cl:18], predict the reactants needed to synthesize it. The reactants are: CS(C)=O.C(Cl)(=O)C(Cl)=O.[Cl:11][C:12]1[CH:13]=[C:14]([C:19]([CH3:24])([CH3:23])[CH:20]([OH:22])[CH3:21])[CH:15]=[CH:16][C:17]=1[Cl:18].CCN(CC)CC. (4) Given the product [CH3:26][O:27][N:28]([CH3:29])[C:17](=[O:18])[C:16]1[CH:20]=[CH:21][C:13]([CH2:12][CH2:11][C:2]2[CH:3]=[CH:4][C:5]3[C:10](=[CH:9][CH:8]=[CH:7][CH:6]=3)[N:1]=2)=[CH:14][CH:15]=1, predict the reactants needed to synthesize it. The reactants are: [N:1]1[C:10]2[C:5](=[CH:6][CH:7]=[CH:8][CH:9]=2)[CH:4]=[CH:3][C:2]=1[CH2:11][CH2:12][C:13]1[CH:21]=[CH:20][C:16]([C:17](O)=[O:18])=[CH:15][CH:14]=1.C(#N)C.Cl.[CH3:26][O:27][NH:28][CH3:29].[OH-].[Na+].